This data is from Catalyst prediction with 721,799 reactions and 888 catalyst types from USPTO. The task is: Predict which catalyst facilitates the given reaction. (1) Reactant: C(OC(=O)[NH:7][C:8]1[C:17]([O:18][CH2:19][C:20]2[CH:25]=[CH:24][CH:23]=[CH:22][CH:21]=2)=[CH:16][C:15]2[C:10](=[CH:11][C:12]([O:26][CH3:27])=[CH:13][CH:14]=2)[CH:9]=1)(C)(C)C. Product: [CH2:19]([O:18][C:17]1[C:8]([NH2:7])=[CH:9][C:10]2[C:15]([CH:16]=1)=[CH:14][CH:13]=[C:12]([O:26][CH3:27])[CH:11]=2)[C:20]1[CH:21]=[CH:22][CH:23]=[CH:24][CH:25]=1. The catalyst class is: 137. (2) Reactant: [CH3:1][C:2]([CH3:15])([CH3:14])[CH2:3][CH2:4][O:5][C:6]1[CH:13]=[CH:12][C:9]([C:10]#[N:11])=[CH:8][N:7]=1.Cl. Product: [NH2:11][CH2:10][C:9]1[CH:12]=[CH:13][C:6]([O:5][CH2:4][CH2:3][C:2]([CH3:15])([CH3:14])[CH3:1])=[N:7][CH:8]=1. The catalyst class is: 1. (3) Reactant: [CH3:1][CH:2]([CH2:4][CH2:5][CH2:6][C@H:7]([C@@H:9]1[C@:27]2([CH3:28])[C@H:12]([C@H:13]3[C@H:24]([CH2:25][CH2:26]2)[C@:22]2([CH3:23])[C:16]([CH2:17][C@H:18]([CH2:20][CH2:21]2)[OH:19])=[CH:15][CH2:14]3)[CH2:11][CH2:10]1)[CH3:8])[CH3:3].[CH2:29]([NH2:38])[CH2:30][N:31]([CH2:35][CH2:36][NH2:37])[CH2:32][CH2:33][NH2:34].[CH3:39][P:40]([NH2:43])(=[O:42])[O-:41].[N:44]1([C:49]([NH2:51])=[NH:50])C=CC=N1.Cl.C(N(C(C)C)CC)(C)C. The catalyst class is: 174. Product: [CH3:3][CH:2]([CH2:4][CH2:5][CH2:6][C@H:7]([C@@H:9]1[C@:27]2([CH3:28])[C@H:12]([C@H:13]3[C@H:24]([CH2:25][CH2:26]2)[C@:22]2([CH3:23])[C:16]([CH2:17][C@H:18]([CH2:20][CH2:21]2)[OH:19])=[CH:15][CH2:14]3)[CH2:11][CH2:10]1)[CH3:8])[CH3:1].[CH2:29]([NH2:38])[CH2:30][N:31]([CH2:35][CH2:36][NH2:37])[CH2:32][CH2:33][NH2:34].[CH3:39][P:40]([NH2:43])(=[O:41])[O-:42].[NH2:50][C:49]([NH2:51])=[NH2+:44].[NH2:50][C:49]([NH2:51])=[NH2+:44]. (4) Reactant: [OH-].[Na+].O1CCCC1.C[O:9][C:10]([C@@:12]12[CH2:20][N:19]([C:21]([O:23][CH2:24][C:25]3[CH:30]=[CH:29][CH:28]=[CH:27][CH:26]=3)=[O:22])[CH2:18][C@@H:17]1[CH2:16][CH2:15][CH2:14][CH2:13]2)=[O:11]. Product: [CH2:24]([O:23][C:21]([N:19]1[CH2:20][C@:12]2([C:10]([OH:11])=[O:9])[C@@H:17]([CH2:16][CH2:15][CH2:14][CH2:13]2)[CH2:18]1)=[O:22])[C:25]1[CH:30]=[CH:29][CH:28]=[CH:27][CH:26]=1. The catalyst class is: 5. (5) Product: [CH2:16]([O:18][C:19](=[O:38])[C:20]([O:23][C:24]1[CH:29]=[CH:28][C:27]([CH2:30][CH2:31][CH2:32][N:8]2[C:9](=[O:11])[C:10]3[N:2]([CH3:1])[N:3]=[C:4]([CH2:13][CH2:14][CH3:15])[C:5]=3[N:6]=[C:7]2[CH3:12])=[CH:26][CH:25]=1)([CH3:21])[CH3:22])[CH3:17]. The catalyst class is: 42. Reactant: [CH3:1][N:2]1[C:10]2[C:9](=[O:11])[NH:8][C:7]([CH3:12])=[N:6][C:5]=2[C:4]([CH2:13][CH2:14][CH3:15])=[N:3]1.[CH2:16]([O:18][C:19](=[O:38])[C:20]([O:23][C:24]1[CH:29]=[CH:28][C:27]([CH2:30][CH2:31][CH2:32]OS(C)(=O)=O)=[CH:26][CH:25]=1)([CH3:22])[CH3:21])[CH3:17].